From a dataset of Forward reaction prediction with 1.9M reactions from USPTO patents (1976-2016). Predict the product of the given reaction. Given the reactants I[C:2]1[CH:7]=[CH:6][C:5]([N:8]2[C:13](=[O:14])[C:12]3[CH:15]=[CH:16][CH:17]=[N:18][C:11]=3[N:10]=[C:9]2[C@H:19]([NH:21][C:22](=[O:28])[O:23][C:24]([CH3:27])([CH3:26])[CH3:25])[CH3:20])=[CH:4][CH:3]=1.[C-:29]#[N:30].[Na+], predict the reaction product. The product is: [C:29]([C:2]1[CH:7]=[CH:6][C:5]([N:8]2[C:13](=[O:14])[C:12]3[CH:15]=[CH:16][CH:17]=[N:18][C:11]=3[N:10]=[C:9]2[C@H:19]([NH:21][C:22](=[O:28])[O:23][C:24]([CH3:25])([CH3:26])[CH3:27])[CH3:20])=[CH:4][CH:3]=1)#[N:30].